Predict the product of the given reaction. From a dataset of Forward reaction prediction with 1.9M reactions from USPTO patents (1976-2016). Given the reactants [N:1]1[CH:6]=[CH:5][C:4]([C:7]2[CH:15]=[CH:14][C:10]([C:11]([O-])=[O:12])=[CH:9][CH:8]=2)=[CH:3][CH:2]=1.[Na+].CN1CCOCC1.ClC(OCC)=O.[BH4-].[Na+], predict the reaction product. The product is: [N:1]1[CH:6]=[CH:5][C:4]([C:7]2[CH:15]=[CH:14][C:10]([CH2:11][OH:12])=[CH:9][CH:8]=2)=[CH:3][CH:2]=1.